From a dataset of Full USPTO retrosynthesis dataset with 1.9M reactions from patents (1976-2016). Predict the reactants needed to synthesize the given product. (1) Given the product [F:17][CH:16]([F:18])[O:7][C:6]1[N:2]([CH3:1])[N:3]=[C:4]([C:9]([F:11])([F:10])[F:12])[C:5]=1[CH3:8], predict the reactants needed to synthesize it. The reactants are: [CH3:1][N:2]1[C:6]([OH:7])=[C:5]([CH3:8])[C:4]([C:9]([F:12])([F:11])[F:10])=[N:3]1.[OH-].[K+].Cl[CH:16]([F:18])[F:17].O. (2) Given the product [CH3:13][O:12][C:8]1[N:9]=[C:10]([CH3:11])[C:5]([C:3]([OH:4])=[O:2])=[N:6][CH:7]=1.[Cl-:16].[Na+:15], predict the reactants needed to synthesize it. The reactants are: C[O:2][C:3]([C:5]1[C:10]([CH3:11])=[N:9][C:8]([O:12][CH3:13])=[CH:7][N:6]=1)=[O:4].[OH-].[Na+:15].[ClH:16].C1(C)C=CC=CC=1. (3) Given the product [CH2:27]([NH:26][C:25]([C:21]1[S:20][C:19]([N:16]2[CH:17]=[CH:18][C:13]([CH:1]3[CH2:3][CH2:2]3)=[CH:14][C:15]2=[O:35])=[N:23][C:22]=1[CH3:24])=[O:34])[C:28]1[CH:33]=[CH:32][CH:31]=[CH:30][CH:29]=1, predict the reactants needed to synthesize it. The reactants are: [CH:1]1(B(O)O)[CH2:3][CH2:2]1.FC(F)(F)S(O[C:13]1[CH:18]=[CH:17][N:16]([C:19]2[S:20][C:21]([C:25](=[O:34])[NH:26][CH2:27][C:28]3[CH:33]=[CH:32][CH:31]=[CH:30][CH:29]=3)=[C:22]([CH3:24])[N:23]=2)[C:15](=[O:35])[CH:14]=1)(=O)=O. (4) Given the product [C:25]([O:29][C:30](=[O:40])[NH:31][C:32]1[CH:37]=[CH:36][C:35]([O:38][C:2]2[CH:7]=[CH:6][N:5]=[C:4]3[N:8]([CH2:17][O:18][CH2:19][CH2:20][Si:21]([CH3:24])([CH3:23])[CH3:22])[C:9]([C:11]4[CH:16]=[CH:15][CH:14]=[CH:13][CH:12]=4)=[CH:10][C:3]=23)=[C:34]([F:39])[CH:33]=1)([CH3:28])([CH3:26])[CH3:27], predict the reactants needed to synthesize it. The reactants are: Cl[C:2]1[CH:7]=[CH:6][N:5]=[C:4]2[N:8]([CH2:17][O:18][CH2:19][CH2:20][Si:21]([CH3:24])([CH3:23])[CH3:22])[C:9]([C:11]3[CH:16]=[CH:15][CH:14]=[CH:13][CH:12]=3)=[CH:10][C:3]=12.[C:25]([O:29][C:30](=[O:40])[NH:31][C:32]1[CH:37]=[CH:36][C:35]([OH:38])=[C:34]([F:39])[CH:33]=1)([CH3:28])([CH3:27])[CH3:26].C1(C2C=CC=CC=2C2C(C(C)C)=C(C3CCCCC3)C(C(C)C)=C(P)C=2C(C)C)CCCCC1.C(=O)([O-])[O-].[K+].[K+]. (5) Given the product [CH3:12][C:11]1([CH3:14])[NH:13][CH:22]([C:21]2[C:20]([F:24])=[CH:19][C:18](/[CH:25]=[CH:26]/[C:27]([O:29][CH3:30])=[O:28])=[CH:17][C:16]=2[F:15])[C:2]2[NH:1][C:9]3[C:4]([C:3]=2[CH2:10]1)=[CH:5][CH:6]=[CH:7][CH:8]=3, predict the reactants needed to synthesize it. The reactants are: [NH:1]1[C:9]2[C:4](=[CH:5][CH:6]=[CH:7][CH:8]=2)[C:3]([CH2:10][C:11]([CH3:14])([NH2:13])[CH3:12])=[CH:2]1.[F:15][C:16]1[CH:17]=[C:18](/[CH:25]=[CH:26]/[C:27]([O:29][CH3:30])=[O:28])[CH:19]=[C:20]([F:24])[C:21]=1[CH:22]=O. (6) Given the product [CH:29]([C:27]1[CH:26]=[CH:25][N:24]=[C:23]([Sn:5]([CH2:1][CH2:2][CH2:3][CH3:4])([CH2:6][CH2:7][CH2:8][CH3:9])[CH2:10][CH2:11][CH2:12][CH3:13])[N:28]=1)([CH3:31])[CH3:30], predict the reactants needed to synthesize it. The reactants are: [CH2:1]([SnH:5]([CH2:10][CH2:11][CH2:12][CH3:13])[CH2:6][CH2:7][CH2:8][CH3:9])[CH2:2][CH2:3][CH3:4].[Li+].CC([N-]C(C)C)C.Cl[C:23]1[N:28]=[C:27]([CH:29]([CH3:31])[CH3:30])[CH:26]=[CH:25][N:24]=1. (7) Given the product [CH3:1][C:2]1[CH:7]=[CH:6][N:5]=[C:4]([NH:8][C:9]2[S:10][CH:13]=[C:14]([C:16]3[CH:17]=[CH:18][C:19]([O:22][C:23]([F:24])([F:25])[F:26])=[CH:20][CH:21]=3)[N:11]=2)[CH:3]=1, predict the reactants needed to synthesize it. The reactants are: [CH3:1][C:2]1[CH:7]=[CH:6][N:5]=[C:4]([NH:8][C:9]([NH2:11])=[S:10])[CH:3]=1.Br[CH2:13][C:14]([C:16]1[CH:21]=[CH:20][C:19]([O:22][C:23]([F:26])([F:25])[F:24])=[CH:18][CH:17]=1)=O. (8) Given the product [C:6]([N:8]1[CH2:13][CH2:12][N:11]([CH2:14][C:15]2[CH:20]=[CH:19][C:18]([C:21]3[NH:41][C:24]4=[N:25][CH:26]=[C:27]([Cl:40])[C:28]([NH:29][C@@H:30]5[C@@H:31]6[CH2:39][C@@H:34]([CH:33]=[CH:32]6)[C@@H:35]5[C:36]([NH2:37])=[O:38])=[C:23]4[N:22]=3)=[CH:17][CH:16]=2)[CH2:10][CH2:9]1)(=[O:5])[CH3:42], predict the reactants needed to synthesize it. The reactants are: C([O:5][C:6]([N:8]1[CH2:13][CH2:12][N:11]([CH2:14][C:15]2[CH:20]=[CH:19][C:18]([C:21]3[NH:41][C:24]4=[N:25][CH:26]=[C:27]([Cl:40])[C:28]([NH:29][C@H:30]5[C@@H:35]([C:36](=[O:38])[NH2:37])[C@H:34]6[CH2:39][C@@H:31]5[CH:32]=[CH:33]6)=[C:23]4[N:22]=3)=[CH:17][CH:16]=2)[CH2:10][CH2:9]1)=O)(C)(C)C.[CH2:42](Cl)Cl.FC(F)(F)C(O)=O.C(OC(=O)C)(=O)C.C(N(CC)CC)C.C(N(CC)CC)C. (9) The reactants are: [C:1]([C:3]1[CH:8]=[CH:7][C:6](B(O)O)=[CH:5][CH:4]=1)#[N:2].Br[C:13]1[CH:14]=[C:15]2[C:20](=[CH:21][CH:22]=1)[CH:19]=[C:18]([C:23]1[CH:37]=[CH:36][C:35]3=[C:38]4[C:24]=1[CH:25]=[CH:26][CH:27]=[C:28]4[C:29]1[C:30]([C:49]4[CH:54]=[CH:53][CH:52]=[CH:51][CH:50]=4)=[C:31]4[CH:48]=[CH:47][CH:46]=[CH:45][C:32]4=[C:33]([C:39]4[CH:44]=[CH:43][CH:42]=[CH:41][CH:40]=4)[C:34]=13)[CH:17]=[CH:16]2. Given the product [C:1]([C:3]1[CH:8]=[CH:7][C:6]([C:13]2[CH:14]=[C:15]3[C:20](=[CH:21][CH:22]=2)[CH:19]=[C:18]([C:23]2[CH:37]=[CH:36][C:35]4=[C:38]5[C:24]=2[CH:25]=[CH:26][CH:27]=[C:28]5[C:29]2[C:30]([C:49]5[CH:54]=[CH:53][CH:52]=[CH:51][CH:50]=5)=[C:31]5[CH:48]=[CH:47][CH:46]=[CH:45][C:32]5=[C:33]([C:39]5[CH:44]=[CH:43][CH:42]=[CH:41][CH:40]=5)[C:34]=24)[CH:17]=[CH:16]3)=[CH:5][CH:4]=1)#[N:2], predict the reactants needed to synthesize it. (10) Given the product [Br:34][C:7]1[CH:8]=[C:9]([C:10]([F:11])([F:13])[F:12])[N:5]2[CH2:4][CH2:3][N:2]([CH3:1])[C:14]3([CH2:19][CH2:18][N:17]([C:20]([O:22][C:23]([CH3:26])([CH3:25])[CH3:24])=[O:21])[CH2:16][CH2:15]3)[C:6]=12, predict the reactants needed to synthesize it. The reactants are: [CH3:1][N:2]1[C:14]2([CH2:19][CH2:18][N:17]([C:20]([O:22][C:23]([CH3:26])([CH3:25])[CH3:24])=[O:21])[CH2:16][CH2:15]2)[C:6]2=[CH:7][CH:8]=[C:9]([C:10]([F:13])([F:12])[F:11])[N:5]2[CH2:4][CH2:3]1.C1C(=O)N([Br:34])C(=O)C1.